Dataset: Forward reaction prediction with 1.9M reactions from USPTO patents (1976-2016). Task: Predict the product of the given reaction. (1) Given the reactants [N+:1]([C:4]1[S:8][CH:7]=[C:6]([C:9]([O:11][CH3:12])=[O:10])[CH:5]=1)([O-])=O.[Cl-].[NH4+], predict the reaction product. The product is: [NH2:1][C:4]1[S:8][CH:7]=[C:6]([C:9]([O:11][CH3:12])=[O:10])[CH:5]=1. (2) Given the reactants [C:1]([O:5][C:6](=[O:14])[NH:7][C@H:8]1[CH2:11][C@H:10]([NH:12][NH2:13])[CH2:9]1)([CH3:4])([CH3:3])[CH3:2].Cl[C:16]1[C:21]([C:22]#[N:23])=[CH:20][CH:19]=[CH:18][N:17]=1.C([O-])(=O)C.[Cs+].CS(C)=O, predict the reaction product. The product is: [C:1]([O:5][C:6](=[O:14])[NH:7][C@H:8]1[CH2:9][C@H:10]([N:12]2[C:16]3=[N:17][CH:18]=[CH:19][CH:20]=[C:21]3[C:22]([NH2:23])=[N:13]2)[CH2:11]1)([CH3:4])([CH3:2])[CH3:3]. (3) Given the reactants [F:1][C:2]([F:23])([F:22])[C:3]([N:5]1[C:13]2[C:8](=[C:9]([C:14]#[C:15][CH2:16][CH2:17][CH2:18][CH2:19][CH2:20][CH3:21])[CH:10]=[CH:11][CH:12]=2)[CH2:7][CH2:6]1)=[O:4].C(C1C=C2C(=CC=1)NC=C2)#CCCCCCC, predict the reaction product. The product is: [F:23][C:2]([F:1])([F:22])[C:3]([N:5]1[C:13]2[C:8](=[C:9]([CH2:14][CH2:15][CH2:16][CH2:17][CH2:18][CH2:19][CH2:20][CH3:21])[CH:10]=[CH:11][CH:12]=2)[CH2:7][CH2:6]1)=[O:4]. (4) Given the reactants [Br:1][C:2]1[CH:3]=[CH:4][CH:5]=[C:6]2[C:11]=1[N:10]=[C:9](Cl)[CH:8]=[N:7]2.[CH3:13][N:14]1[CH2:19][CH2:18][N:17]([C:20]2[CH:25]=[CH:24][C:23](B3OC(C)(C)C(C)(C)O3)=[CH:22][CH:21]=2)[CH2:16][CH2:15]1.[O-]P([O-])([O-])=O.[K+].[K+].[K+], predict the reaction product. The product is: [Br:1][C:2]1[CH:3]=[CH:4][CH:5]=[C:6]2[C:11]=1[N:10]=[C:9]([C:23]1[CH:22]=[CH:21][C:20]([N:17]3[CH2:18][CH2:19][N:14]([CH3:13])[CH2:15][CH2:16]3)=[CH:25][CH:24]=1)[CH:8]=[N:7]2. (5) Given the reactants [CH:1]([NH:4][C:5]1[N:10]=[C:9]([C:11]([NH2:13])=O)[CH:8]=[C:7]([CH3:14])[N:6]=1)([CH3:3])[CH3:2].N1C=CC=CC=1, predict the reaction product. The product is: [CH:1]([NH:4][C:5]1[N:10]=[C:9]([C:11]#[N:13])[CH:8]=[C:7]([CH3:14])[N:6]=1)([CH3:3])[CH3:2].